This data is from Full USPTO retrosynthesis dataset with 1.9M reactions from patents (1976-2016). The task is: Predict the reactants needed to synthesize the given product. (1) Given the product [ClH:1].[N:16]12[CH2:21][CH2:20][CH:19]([CH2:18][CH2:17]1)[C@@H:14]([NH:13][C:11]([C:9]1[S:10][C:6]3[CH:5]=[C:4]([NH:3][C:40]([NH:39][C:33]4[C:34]([F:38])=[CH:35][CH:36]=[CH:37][C:32]=4[F:31])=[O:41])[CH:23]=[CH:22][C:7]=3[CH:8]=1)=[O:12])[CH2:15]2, predict the reactants needed to synthesize it. The reactants are: [ClH:1].Cl.[NH2:3][C:4]1[CH:23]=[CH:22][C:7]2[CH:8]=[C:9]([C:11]([NH:13][C@@H:14]3[CH:19]4[CH2:20][CH2:21][N:16]([CH2:17][CH2:18]4)[CH2:15]3)=[O:12])[S:10][C:6]=2[CH:5]=1.C(N(CC)CC)C.[F:31][C:32]1[CH:37]=[CH:36][CH:35]=[C:34]([F:38])[C:33]=1[N:39]=[C:40]=[O:41]. (2) Given the product [NH2:5][CH2:6][CH2:7][CH:8]([C:9]1[CH:10]=[C:11]([C:15]#[C:16][CH2:17][CH2:18][OH:19])[CH:12]=[CH:13][CH:14]=1)[OH:20], predict the reactants needed to synthesize it. The reactants are: FC(F)(F)C([NH:5][CH2:6][CH2:7][CH:8]([OH:20])[C:9]1[CH:14]=[CH:13][CH:12]=[C:11]([C:15]#[C:16][CH2:17][CH2:18][OH:19])[CH:10]=1)=O.C(=O)([O-])[O-].[K+].[K+].O.